Dataset: Full USPTO retrosynthesis dataset with 1.9M reactions from patents (1976-2016). Task: Predict the reactants needed to synthesize the given product. (1) Given the product [O:17]1[C:2]2[CH:3]=[CH:4][CH:5]=[CH:6][C:7]=2[CH2:8][CH2:9][NH:10]1, predict the reactants needed to synthesize it. The reactants are: N[CH2:2][CH2:3][CH2:4][CH2:5][CH2:6][CH2:7][CH2:8][CH2:9][NH2:10].C1([OH:17])C=CC=CC=1.C=O. (2) Given the product [CH2:12]([O:10][C:3]1[C:2]([F:1])=[CH:9][CH:8]=[CH:7][C:4]=1[CH:5]=[O:6])[CH3:13], predict the reactants needed to synthesize it. The reactants are: [F:1][C:2]1[C:3]([OH:10])=[C:4]([CH:7]=[CH:8][CH:9]=1)[CH:5]=[O:6].I[CH2:12][CH3:13].C([O-])([O-])=O.[K+].[K+].CCOCC. (3) Given the product [F:39][CH2:3][CH:2]([OH:1])[CH2:4][O:5][CH:6]1[CH2:11][CH2:10][N:9]([C:12]([O:14][CH2:15][C:16]2[CH:21]=[CH:20][CH:19]=[CH:18][CH:17]=2)=[O:13])[CH2:8][CH2:7]1, predict the reactants needed to synthesize it. The reactants are: [O:1]1[CH2:3][CH:2]1[CH2:4][O:5][CH:6]1[CH2:11][CH2:10][N:9]([C:12]([O:14][CH2:15][C:16]2[CH:21]=[CH:20][CH:19]=[CH:18][CH:17]=2)=[O:13])[CH2:8][CH2:7]1.CCCC[N+](CCCC)(CCCC)CCCC.[FH:39].F.[F-]. (4) Given the product [OH:2][C:3]1[CH:4]=[CH:5][C:6]([Si:9]([CH3:12])([CH3:11])[CH3:10])=[N:7][CH:8]=1, predict the reactants needed to synthesize it. The reactants are: C[O:2][C:3]1[CH:4]=[CH:5][C:6]([Si:9]([CH3:12])([CH3:11])[CH3:10])=[N:7][CH:8]=1.C([S-])C.[Na+].